Dataset: Full USPTO retrosynthesis dataset with 1.9M reactions from patents (1976-2016). Task: Predict the reactants needed to synthesize the given product. (1) The reactants are: [C:1]([O:5][C@@H:6]([C:12]1[C:13]([CH3:27])=[N:14][C:15]2[N:16]([N:19]=[C:20]([C:22]([O:24][CH2:25][CH3:26])=[O:23])[CH:21]=2)[C:17]=1I)[C:7]([O:9][CH2:10][CH3:11])=[O:8])([CH3:4])([CH3:3])[CH3:2].CC[N:30]([CH:34]([CH3:36])C)[CH:31]([CH3:33])C.CN1C(=O)[CH2:41][CH2:40][CH2:39]1. Given the product [C:1]([O:5][C@@H:6]([C:12]1[C:13]([CH3:27])=[N:14][C:15]2[N:16]([N:19]=[C:20]([C:22]([O:24][CH2:25][CH3:26])=[O:23])[CH:21]=2)[C:17]=1[N:30]1[CH2:31][CH2:33][C:40]([CH3:41])([CH3:39])[CH2:36][CH2:34]1)[C:7]([O:9][CH2:10][CH3:11])=[O:8])([CH3:4])([CH3:3])[CH3:2], predict the reactants needed to synthesize it. (2) Given the product [O:41]=[C:38]1[CH2:39][CH:40]2[CH:36]([CH2:35][CH:6]([NH:7][CH2:8][C:9]([N:11]3[CH2:15][CH2:14][CH2:13][CH:12]3[C:16]#[N:17])=[O:10])[CH2:33]2)[CH2:37]1, predict the reactants needed to synthesize it. The reactants are: C(O[C:6](=O)[NH:7][CH2:8][C:9]([N:11]1[CH2:15][CH2:14][CH2:13][CH:12]1[C:16]#[N:17])=[O:10])(C)(C)C.FC(F)(F)C(O)=O.C(N(CC)CC)C.[CH2:33]1[C:40]2[CH:36]([CH2:37][C:38](=[O:41])[CH:39]=2)[CH2:35]C1=O.C(O[BH-](OC(=O)C)OC(=O)C)(=O)C.[Na+]. (3) Given the product [Br:1][C:2]1[CH:3]=[CH:4][C:5]([F:19])=[C:6]([C:8]2([CH3:18])[C:14]([F:16])([F:15])[CH2:13][O:12][CH2:11][C:10](=[S:29])[NH:9]2)[CH:7]=1, predict the reactants needed to synthesize it. The reactants are: [Br:1][C:2]1[CH:3]=[CH:4][C:5]([F:19])=[C:6]([C:8]2([CH3:18])[C:14]([F:16])([F:15])[CH2:13][O:12][CH2:11][C:10](=O)[NH:9]2)[CH:7]=1.COC1C=CC(P2(SP(C3C=CC(OC)=CC=3)(=S)S2)=[S:29])=CC=1. (4) Given the product [N:1]1([C:6]2[CH:13]=[CH:12][C:20]([C:19]([OH:22])=[O:21])=[CH:8][C:7]=2[C:14]([F:15])([F:16])[F:17])[CH:5]=[CH:4][N:3]=[CH:2]1, predict the reactants needed to synthesize it. The reactants are: [N:1]1([C:6]2[CH:13]=[CH:12]C(C#N)=[CH:8][C:7]=2[C:14]([F:17])([F:16])[F:15])[CH:5]=[CH:4][N:3]=[CH:2]1.Cl.[C:19]([OH:22])(=[O:21])[CH3:20].